The task is: Predict which catalyst facilitates the given reaction.. This data is from Catalyst prediction with 721,799 reactions and 888 catalyst types from USPTO. (1) Reactant: [Br:1][C:2]1[C:3](=[O:24])[CH:4]2[CH:8]([C:9]=1[C:10]1[CH:15]=[CH:14][C:13]([N:16](CC=C)CC=C)=[C:12]([CH3:23])[CH:11]=1)[CH2:7][CH2:6][CH2:5]2.CN1C(=O)CC(=O)N(C)C1=O. Product: [NH2:16][C:13]1[CH:14]=[CH:15][C:10]([C:9]2[CH:8]3[CH:4]([CH2:5][CH2:6][CH2:7]3)[C:3](=[O:24])[C:2]=2[Br:1])=[CH:11][C:12]=1[CH3:23]. The catalyst class is: 2. (2) Reactant: [H-].[Na+].[CH3:3][CH:4]([C@H:6]1[CH2:10][N:9]([C:11]2[CH:12]=[N:13][C:14]([C:17]([F:20])([F:19])[F:18])=[CH:15][CH:16]=2)[C:8](=[O:21])[NH:7]1)[CH3:5].Br[CH2:23][C:24]([O:26][C:27]([CH3:30])([CH3:29])[CH3:28])=[O:25].C(=O)([O-])O.[Na+]. Product: [O:21]=[C:8]1[N:9]([C:11]2[CH:12]=[N:13][C:14]([C:17]([F:19])([F:18])[F:20])=[CH:15][CH:16]=2)[CH2:10][C@H:6]([CH:4]([CH3:3])[CH3:5])[N:7]1[CH2:23][C:24]([O:26][C:27]([CH3:30])([CH3:29])[CH3:28])=[O:25]. The catalyst class is: 18. (3) Reactant: [NH:1]1[CH:5]=[N:4][CH:3]=[N:2]1.C(=O)([O-])[O-].[K+].[K+].CN(C)C=O.[F:17][C:18]1[CH:23]=[CH:22][C:21]([C:24]2([C:27]3([C:30]4[CH:35]=[CH:34][C:33]([C:36]([F:39])([F:38])[F:37])=[CH:32][N:31]=4)[CH2:29][CH2:28]3)[CH2:26][O:25]2)=[CH:20][CH:19]=1. Product: [F:17][C:18]1[CH:23]=[CH:22][C:21]([C:24]([C:27]2([C:30]3[CH:35]=[CH:34][C:33]([C:36]([F:39])([F:37])[F:38])=[CH:32][N:31]=3)[CH2:28][CH2:29]2)([OH:25])[CH2:26][N:1]2[CH:5]=[N:4][CH:3]=[N:2]2)=[CH:20][CH:19]=1. The catalyst class is: 84. (4) Reactant: [O:1]1[CH2:6][CH2:5][CH:4]([CH2:7][NH:8][C:9]2[CH:17]=[CH:16][CH:15]=[CH:14][C:10]=2[C:11]([OH:13])=O)[CH2:3][CH2:2]1.[NH2:18][C:19]1[CH:20]=[C:21]2[C:25](=[CH:26][CH:27]=1)[NH:24][N:23]=[CH:22]2.CN1CCOCC1. Product: [NH:24]1[C:25]2[C:21](=[CH:20][C:19]([NH:18][C:11](=[O:13])[C:10]3[CH:14]=[CH:15][CH:16]=[CH:17][C:9]=3[NH:8][CH2:7][CH:4]3[CH2:3][CH2:2][O:1][CH2:6][CH2:5]3)=[CH:27][CH:26]=2)[CH:22]=[N:23]1. The catalyst class is: 9. (5) Reactant: [OH-].[Na+].CO.C([O:7][C:8]([C:10]1[C:14]([C:15]2[CH:20]=[CH:19][C:18]([Cl:21])=[C:17]([Cl:22])[CH:16]=2)=[CH:13][S:12][C:11]=1[N:23]1[C:31](=[O:32])[C:30]2[C:25](=[CH:26][CH:27]=[CH:28][CH:29]=2)[C:24]1=[O:33])=[O:9])C.Cl. Product: [Cl:22][C:17]1[CH:16]=[C:15]([C:14]2[C:10]([C:8]([OH:9])=[O:7])=[C:11]([N:23]3[C:24](=[O:33])[C:25]4[C:30](=[CH:29][CH:28]=[CH:27][CH:26]=4)[C:31]3=[O:32])[S:12][CH:13]=2)[CH:20]=[CH:19][C:18]=1[Cl:21]. The catalyst class is: 6. (6) Reactant: [N+:1]([C:4]1[CH:5]=[C:6]2[C:10](=[CH:11][CH:12]=1)[NH:9][CH:8]=[CH:7]2)([O-:3])=[O:2].C([O-])([O-])=O.[Na+].[Na+].[C:19](OC(Cl)=O)([O:21][CH2:22][CH:23]1[C:35]2[C:30](=[CH:31][CH:32]=[CH:33][CH:34]=2)[C:29]2[C:24]1=[CH:25][CH:26]=[CH:27][CH:28]=2)=[O:20].O. Product: [CH:34]1[C:35]2[CH:23]([CH2:22][O:21][C:19]([N:9]3[C:10]4[C:6](=[CH:5][C:4]([N+:1]([O-:3])=[O:2])=[CH:12][CH:11]=4)[CH:7]=[CH:8]3)=[O:20])[C:24]3[C:29](=[CH:28][CH:27]=[CH:26][CH:25]=3)[C:30]=2[CH:31]=[CH:32][CH:33]=1. The catalyst class is: 12. (7) Reactant: CO[C:3](=[O:14])[CH:4]([N:6]=[CH:7][C:8]1[CH:13]=[CH:12][CH:11]=[CH:10][CH:9]=1)[CH3:5].[C:15]([NH2:19])(=[O:18])[CH:16]=[CH2:17].CC([O-])(C)C.[K+].[NH4+].[Cl-]. Product: [CH:7](=[N:6][C:4]1([CH3:5])[CH2:17][CH2:16][C:15](=[O:18])[NH:19][C:3]1=[O:14])[C:8]1[CH:9]=[CH:10][CH:11]=[CH:12][CH:13]=1. The catalyst class is: 1.